This data is from Peptide-MHC class II binding affinity with 134,281 pairs from IEDB. The task is: Regression. Given a peptide amino acid sequence and an MHC pseudo amino acid sequence, predict their binding affinity value. This is MHC class II binding data. (1) The peptide sequence is CLHYTVDKSKPKV. The MHC is DRB4_0101 with pseudo-sequence DRB4_0103. The binding affinity (normalized) is 0. (2) The peptide sequence is QFKPEEITGIMKDFD. The binding affinity (normalized) is 0.406. The MHC is HLA-DQA10401-DQB10402 with pseudo-sequence HLA-DQA10401-DQB10402. (3) The peptide sequence is MYRELLELVAADVES. The MHC is DRB1_0404 with pseudo-sequence DRB1_0404. The binding affinity (normalized) is 0.304. (4) The peptide sequence is TPAETTVRLRAYMNTPGLPV. The MHC is DRB1_1501 with pseudo-sequence DRB1_1501. The binding affinity (normalized) is 0.797. (5) The peptide sequence is GAASGLNGCCRCGAR. The MHC is DRB4_0101 with pseudo-sequence DRB4_0103. The binding affinity (normalized) is 0. (6) The peptide sequence is IIGVLHQNFKDTSMQ. The MHC is HLA-DQA10501-DQB10402 with pseudo-sequence HLA-DQA10501-DQB10402. The binding affinity (normalized) is 0.301. (7) The peptide sequence is DKLTIEAIENYFLD. The MHC is DRB5_0101 with pseudo-sequence DRB5_0101. The binding affinity (normalized) is 0.0879. (8) The peptide sequence is PVTEEPGMAKIPAGE. The MHC is DRB1_1201 with pseudo-sequence DRB1_1201. The binding affinity (normalized) is 0.0359.